This data is from Full USPTO retrosynthesis dataset with 1.9M reactions from patents (1976-2016). The task is: Predict the reactants needed to synthesize the given product. (1) Given the product [CH3:1][C:2]1[C:3]2[N:10]=[C:12]([CH:13]=[O:14])[NH:9][C:4]=2[CH:5]=[CH:6][C:7]=1[CH3:8], predict the reactants needed to synthesize it. The reactants are: [CH3:1][C:2]1[C:7]([CH3:8])=[CH:6][CH:5]=[C:4]([NH2:9])[C:3]=1[NH2:10].Cl[CH:12](Cl)[C:13](O)=[O:14]. (2) Given the product [Cl:3][C:4]1[CH:9]=[CH:8][C:7]([C@H:10]2[C@H:15]([O:16][CH2:17][C:18]3[CH:23]=[CH:22][CH:21]=[CH:20][CH:19]=3)[C@@H:14]([O:24][CH2:25][C:26]3[CH:31]=[CH:30][CH:29]=[CH:28][CH:27]=3)[C@H:13]([O:32][CH2:33][C:34]3[CH:35]=[CH:36][CH:37]=[CH:38][CH:39]=3)[C@@H:12]([CH2:40][O:41][CH2:42][C:43]3[CH:44]=[CH:45][CH:46]=[CH:47][CH:48]=3)[O:11]2)=[CH:6][C:5]=1[CH2:49][C:54]1[N:55]=[N:56][C:57]2[CH:63]=[C:62]([CH3:64])[CH:61]=[CH:60][C:58]=2[N:59]=1, predict the reactants needed to synthesize it. The reactants are: [OH-].[Na+].[Cl:3][C:4]1[CH:9]=[CH:8][C:7]([C@H:10]2[C@H:15]([O:16][CH2:17][C:18]3[CH:23]=[CH:22][CH:21]=[CH:20][CH:19]=3)[C@@H:14]([O:24][CH2:25][C:26]3[CH:31]=[CH:30][CH:29]=[CH:28][CH:27]=3)[C@H:13]([O:32][CH2:33][C:34]3[CH:39]=[CH:38][CH:37]=[CH:36][CH:35]=3)[C@@H:12]([CH2:40][O:41][CH2:42][C:43]3[CH:48]=[CH:47][CH:46]=[CH:45][CH:44]=3)[O:11]2)=[CH:6][C:5]=1[CH:49]([C:54]1[N:55]=[N:56][C:57]2[CH:63]=[C:62]([CH3:64])[CH:61]=[CH:60][C:58]=2[N:59]=1)C(OC)=O.C1COCC1.CO. (3) Given the product [OH:4][CH2:5][CH2:6][S:7][C:8]1[CH:13]=[C:12]([O:14][C:15]2[C:16]([CH3:21])=[N:17][CH:18]=[CH:19][CH:20]=2)[C:11]([NH:22][C:23]2[S:27][N:26]=[C:25]([C:28]3([CH3:37])[CH2:29][CH2:30][N:31]([C:34](=[O:36])[CH3:35])[CH2:32][CH2:33]3)[N:24]=2)=[N:10][CH:9]=1, predict the reactants needed to synthesize it. The reactants are: C([O:4][CH2:5][CH2:6][S:7][C:8]1[CH:9]=[N:10][C:11]([NH:22][C:23]2[S:27][N:26]=[C:25]([C:28]3([CH3:37])[CH2:33][CH2:32][N:31]([C:34](=[O:36])[CH3:35])[CH2:30][CH2:29]3)[N:24]=2)=[C:12]([O:14][C:15]2[C:16]([CH3:21])=[N:17][CH:18]=[CH:19][CH:20]=2)[CH:13]=1)(=O)C.C(=O)([O-])[O-].[K+].[K+]. (4) Given the product [CH3:1][CH2:2][CH2:3][CH2:4][C:5]1[N:9]([CH2:10][C:11]2[CH:12]=[CH:13][C:14]([C:17]([OH:19])=[O:18])=[CH:15][CH:16]=2)[C:8](/[CH:20]=[C:21](/[C:28]([OH:30])=[O:29])\[CH2:22][C:23]2[S:27][CH:26]=[CH:25][CH:24]=2)=[CH:7][N:6]=1.[CH3:31][S:32]([OH:35])(=[O:34])=[O:33], predict the reactants needed to synthesize it. The reactants are: [CH3:1][CH2:2][CH2:3][CH2:4][C:5]1[N:9]([CH2:10][C:11]2[CH:12]=[CH:13][C:14]([C:17]([OH:19])=[O:18])=[CH:15][CH:16]=2)[C:8](/[CH:20]=[C:21](/[C:28]([OH:30])=[O:29])\[CH2:22][C:23]2[S:27][CH:26]=[CH:25][CH:24]=2)=[CH:7][N:6]=1.[CH3:31][S:32]([OH:35])(=[O:34])=[O:33]. (5) Given the product [NH:1]1[C:5]2[CH2:6][CH2:7][CH2:8][CH2:9][C:4]=2[N:3]=[C:2]1[CH2:10][N:11]([CH:27]1[C:36]2[N:35]=[CH:34][CH:33]=[CH:32][C:31]=2[CH2:30][CH2:29][CH2:28]1)[CH2:12][CH2:13][CH2:14][CH2:15][NH2:16], predict the reactants needed to synthesize it. The reactants are: [NH:1]1[C:5]2[CH2:6][CH2:7][CH2:8][CH2:9][C:4]=2[N:3]=[C:2]1[CH2:10][N:11]([CH:27]1[C:36]2[N:35]=[CH:34][CH:33]=[CH:32][C:31]=2[CH2:30][CH2:29][CH2:28]1)[CH2:12][CH2:13][CH2:14][CH2:15][N:16]1C(=O)C2C(=CC=CC=2)C1=O.O.NN. (6) Given the product [CH3:44][O:43][C:29]1[CH:28]=[C:27]([NH:26][C:15]2[N:14]=[CH:13][C:12]3=[CH:11][CH:10]=[C:9]([C:4]4[CH:5]=[CH:6][CH:7]=[CH:8][C:3]=4[O:2][CH3:1])[N:17]3[N:16]=2)[CH:32]=[CH:31][C:30]=1[CH:33]1[CH2:38][CH2:37][N:36]([CH2:39][C:40]([NH2:42])=[O:41])[CH2:35][CH2:34]1, predict the reactants needed to synthesize it. The reactants are: [CH3:1][O:2][C:3]1[CH:8]=[CH:7][CH:6]=[CH:5][C:4]=1[C:9]1[N:17]2[C:12]([CH:13]=[N:14][C:15](OS(C(F)(F)F)(=O)=O)=[N:16]2)=[CH:11][CH:10]=1.[NH2:26][C:27]1[CH:32]=[CH:31][C:30]([CH:33]2[CH2:38][CH2:37][N:36]([CH2:39][C:40]([NH2:42])=[O:41])[CH2:35][CH2:34]2)=[C:29]([O:43][CH3:44])[CH:28]=1. (7) Given the product [Cl:1][C:2]1[CH:7]=[C:6]([F:8])[CH:5]=[CH:4][C:3]=1[NH:9][S:10]([CH:13]1[CH2:22][CH2:21][C:16]2([O:17][CH2:18][CH2:19][O:20]2)[CH:15]=[C:14]1[C:23]([OH:25])=[O:24])(=[O:12])=[O:11], predict the reactants needed to synthesize it. The reactants are: [Cl:1][C:2]1[CH:7]=[C:6]([F:8])[CH:5]=[CH:4][C:3]=1[NH:9][S:10]([CH:13]1[CH2:22][CH2:21][C:16]2([O:20][CH2:19][CH2:18][O:17]2)[CH:15]=[C:14]1[C:23]([O:25]CC)=[O:24])(=[O:12])=[O:11].[OH-].[Li+].Cl. (8) Given the product [CH2:1]([N:8]1[C:16]2[C:11](=[C:12]([O:21][CH3:22])[CH:13]=[C:14]3[CH2:20][CH2:19][CH2:18][CH2:17][C:15]3=2)[CH:10]=[C:9]1[CH2:23][CH3:24])[C:2]1[CH:3]=[CH:4][CH:5]=[CH:6][CH:7]=1, predict the reactants needed to synthesize it. The reactants are: [CH2:1]([N:8]1[C:16]2[C:11](=[C:12]([O:21][CH3:22])[CH:13]=[C:14]3[CH2:20][CH2:19][CH2:18][CH2:17][C:15]3=2)[CH:10]=[C:9]1[CH:23](O)[CH3:24])[C:2]1[CH:7]=[CH:6][CH:5]=[CH:4][CH:3]=1.C(OC(=O)C)(=O)C.N1C=CC=CC=1.C1CC=CCC=1.